Dataset: Full USPTO retrosynthesis dataset with 1.9M reactions from patents (1976-2016). Task: Predict the reactants needed to synthesize the given product. (1) Given the product [OH:8][CH:9]1[C:17]2[C:12](=[C:13]([C:18]3[CH:19]=[C:20]([C:23]4[CH:24]=[CH:25][C:26]([O:31][CH:32]([CH3:34])[CH3:33])=[C:27]([CH:30]=4)[C:28]#[N:29])[S:21][CH:22]=3)[CH:14]=[CH:15][CH:16]=2)[CH2:11][CH2:10]1, predict the reactants needed to synthesize it. The reactants are: [Si]([O:8][CH:9]1[C:17]2[C:12](=[C:13]([C:18]3[CH:19]=[C:20]([C:23]4[CH:24]=[CH:25][C:26]([O:31][CH:32]([CH3:34])[CH3:33])=[C:27]([CH:30]=4)[C:28]#[N:29])[S:21][CH:22]=3)[CH:14]=[CH:15][CH:16]=2)[CH2:11][CH2:10]1)(C(C)(C)C)(C)C.CCCC[N+](CCCC)(CCCC)CCCC.[F-]. (2) Given the product [CH3:12][C:8]1[O:9][C:10]([CH:27]=[O:26])=[CH:11][C:7]=1[CH2:6][O:5][Si:4]([CH:1]([CH3:3])[CH3:2])([CH:13]([CH3:15])[CH3:14])[CH:16]([CH3:18])[CH3:17], predict the reactants needed to synthesize it. The reactants are: [CH:1]([Si:4]([CH:16]([CH3:18])[CH3:17])([CH:13]([CH3:15])[CH3:14])[O:5][CH2:6][C:7]1[CH:11]=[CH:10][O:9][C:8]=1[CH3:12])([CH3:3])[CH3:2].C([Li])(CC)C.[Cl-].[NH4+].[O:26]1CCC[CH2:27]1. (3) Given the product [CH3:1][S:2]([O:5][CH2:6][CH2:7][N:8]([CH2:33][CH2:34][Br:35])[C:9]1[C:10]([N+:30]([O-:32])=[O:31])=[CH:11][C:12]([N+:27]([O-:29])=[O:28])=[CH:13][C:14]=1[C:15]([NH:17][CH2:18][CH2:19][OH:20])=[O:16])(=[O:3])=[O:4], predict the reactants needed to synthesize it. The reactants are: [CH3:1][S:2]([O:5][CH2:6][CH2:7][N:8]([CH2:33][CH2:34][Br:35])[C:9]1[C:14]([C:15]([NH:17][CH2:18][CH2:19][O:20]C2CCCCO2)=[O:16])=[CH:13][C:12]([N+:27]([O-:29])=[O:28])=[CH:11][C:10]=1[N+:30]([O-:32])=[O:31])(=[O:4])=[O:3].CS(O)(=O)=O. (4) Given the product [Cl:9][C:7]1[CH:8]=[C:2]([C:2]2[CH:8]=[CH:7][C:6]([C:2]3[C:3]([NH2:4])=[CH:5][CH:6]=[C:7]([Cl:9])[CH:8]=3)=[CH:5][CH:3]=2)[C:3]([NH2:4])=[CH:5][CH:6]=1, predict the reactants needed to synthesize it. The reactants are: Br[C:2]1[CH:8]=[C:7]([Cl:9])[CH:6]=[CH:5][C:3]=1[NH2:4].C([O-])([O-])=O.[K+].[K+]. (5) The reactants are: I[C:2]1[C:3](=[O:10])[CH2:4][CH2:5][C:6]([CH3:9])([CH3:8])[CH:7]=1.[CH3:11][O:12][C:13]1[CH:14]=[C:15](B(O)O)[CH:16]=[CH:17][CH:18]=1. Given the product [CH3:11][O:12][C:13]1[CH:18]=[C:17]([C:2]2[C:3](=[O:10])[CH2:4][CH2:5][C:6]([CH3:9])([CH3:8])[CH:7]=2)[CH:16]=[CH:15][CH:14]=1, predict the reactants needed to synthesize it. (6) Given the product [CH2:13]([C:17]1[N:18]=[C:19]([CH3:50])[N:20]([CH2:39][C:40]([C:42]2[CH:47]=[CH:46][C:45]([O:48][CH3:49])=[CH:44][CH:43]=2)=[O:41])[C:21](=[O:38])[C:22]=1[CH2:23][C:24]1[CH:25]=[CH:26][C:27]([C:30]2[CH:35]=[CH:34][CH:33]=[CH:32][C:31]=2[C:36]2[NH:3][C:4](=[O:7])[O:5][N:37]=2)=[CH:28][CH:29]=1)[CH2:14][CH2:15][CH3:16], predict the reactants needed to synthesize it. The reactants are: [Cl-].O[NH3+:3].[C:4](=[O:7])([O-])[OH:5].[Na+].CS(C)=O.[CH2:13]([C:17]1[N:18]=[C:19]([CH3:50])[N:20]([CH2:39][C:40]([C:42]2[CH:47]=[CH:46][C:45]([O:48][CH3:49])=[CH:44][CH:43]=2)=[O:41])[C:21](=[O:38])[C:22]=1[CH2:23][C:24]1[CH:29]=[CH:28][C:27]([C:30]2[C:31]([C:36]#[N:37])=[CH:32][CH:33]=[CH:34][CH:35]=2)=[CH:26][CH:25]=1)[CH2:14][CH2:15][CH3:16]. (7) Given the product [Br:1][C:2]1[C:11]2[C:6](=[C:7]([CH3:14])[CH:8]=[C:9]([O:12][CH3:13])[N:10]=2)[N:5]=[CH:4][C:3]=1[NH2:15], predict the reactants needed to synthesize it. The reactants are: [Br:1][C:2]1[C:3]([N+:15]([O-])=O)=[CH:4][N:5]=[C:6]2[C:11]=1[N:10]=[C:9]([O:12][CH3:13])[CH:8]=[C:7]2[CH3:14].[Cl-].[NH4+].